Predict the reaction yield, written as a fraction of the theoretical maximum amount of product (1.0 means a 100% yield; for example, 0.34 means a 34% yield). From a dataset of Reaction yield outcomes from USPTO patents with 853,638 reactions. (1) The reactants are [NH2:1][C:2]1[CH:7]=[CH:6][CH:5]=[CH:4][CH:3]=1.[O-:8][C:9]#[N:10].[K+]. The catalyst is Cl. The product is [C:2]1([NH:1][C:9]([NH2:10])=[O:8])[CH:7]=[CH:6][CH:5]=[CH:4][CH:3]=1. The yield is 0.940. (2) The reactants are Br[C:2]1[CH:7]=[C:6]([CH3:8])[C:5]([C:9]([F:12])([F:11])[F:10])=[CH:4][C:3]=1[N+:13]([O-:15])=[O:14].[Cu][C:17]#[N:18].Cl. The catalyst is CN1CCCC1=O. The product is [CH3:8][C:6]1[C:5]([C:9]([F:12])([F:11])[F:10])=[CH:4][C:3]([N+:13]([O-:15])=[O:14])=[C:2]([CH:7]=1)[C:17]#[N:18]. The yield is 0.880. (3) The reactants are FC(F)(F)C(O)=O.[Br:8][C:9]1[CH:10]=[C:11]([N:16]2[C:20](=[O:21])[O:19][N:18]=[C:17]2[C:22]2[C:23]([NH:27][CH2:28][CH2:29][NH:30][S:31]([NH:34]C(=O)OC(C)(C)C)(=[O:33])=[O:32])=[N:24][O:25][N:26]=2)[CH:12]=[CH:13][C:14]=1[F:15]. The catalyst is O. The yield is 1.00. The product is [Br:8][C:9]1[CH:10]=[C:11]([N:16]2[C:20](=[O:21])[O:19][N:18]=[C:17]2[C:22]2[C:23]([NH:27][CH2:28][CH2:29][NH:30][S:31]([NH2:34])(=[O:32])=[O:33])=[N:24][O:25][N:26]=2)[CH:12]=[CH:13][C:14]=1[F:15]. (4) The reactants are C(O)(=O)C.[CH2:5]([C:9]1[CH:14]=[CH:13][C:12](/[CH:15]=[CH:16]/[N+:17]([O-:19])=[O:18])=[CH:11][CH:10]=1)[CH2:6][CH2:7][CH3:8].[BH4-].[Na+]. The catalyst is CS(C)=O. The product is [CH2:5]([C:9]1[CH:14]=[CH:13][C:12]([CH2:15][CH2:16][N+:17]([O-:19])=[O:18])=[CH:11][CH:10]=1)[CH2:6][CH2:7][CH3:8]. The yield is 0.260. (5) The yield is 0.420. The catalyst is [Au].ClC(Cl)C. The reactants are CC(P(C(C)(C)C)[C:6]1[C:11]([C:6]2[CH:11]=[CH:10][CH:9]=[CH:8][CH:7]=2)=[CH:10][CH:9]=[CH:8][CH:7]=1)(C)C.[Cl:22][C:23]1[CH:28]=[CH:27][C:26]([C:29]#[C:30][P:31](=[O:36])([OH:35])[O:32][CH2:33][CH3:34])=[CH:25][CH:24]=1.C#CCCCC. The product is [CH2:33]([O:32][P:31]1(=[O:35])[CH:30]=[C:29]([C:26]2[CH:25]=[CH:24][C:23]([Cl:22])=[CH:28][CH:27]=2)[CH:11]=[C:6]([CH2:7][CH2:8][CH2:9][CH3:10])[O:36]1)[CH3:34].